Dataset: Full USPTO retrosynthesis dataset with 1.9M reactions from patents (1976-2016). Task: Predict the reactants needed to synthesize the given product. Given the product [O:25]=[C:21]1[CH2:22][CH2:23][CH2:24][N:20]1[C:2]1[C:12]2[O:11][CH2:10][CH2:9][N:8]([C:13]([O:15][C:16]([CH3:19])([CH3:18])[CH3:17])=[O:14])[CH2:7][C:6]=2[CH:5]=[CH:4][CH:3]=1, predict the reactants needed to synthesize it. The reactants are: Br[C:2]1[C:12]2[O:11][CH2:10][CH2:9][N:8]([C:13]([O:15][C:16]([CH3:19])([CH3:18])[CH3:17])=[O:14])[CH2:7][C:6]=2[CH:5]=[CH:4][CH:3]=1.[NH:20]1[CH2:24][CH2:23][CH2:22][C:21]1=[O:25].P([O-])([O-])([O-])=O.[K+].[K+].[K+].[C@@H]1(N)CCCC[C@H]1N.